Task: Predict the reaction yield, written as a fraction of the theoretical maximum amount of product (1.0 means a 100% yield; for example, 0.34 means a 34% yield).. Dataset: Reaction yield outcomes from USPTO patents with 853,638 reactions (1) The reactants are [CH3:1][C:2]1[CH:7]=[C:6]([CH3:8])[N:5]=[C:4]([NH:9][C:10]2[CH:15]=[CH:14][C:13]([CH2:16][CH2:17]C(O)=O)=[CH:12][CH:11]=2)[C:3]=1[N+:21]([O-:23])=[O:22].C1(P(N=[N+]=[N-])(C2C=CC=CC=2)=[O:31])C=CC=CC=1.C([N:43]([CH2:46]C)CC)C.[C:48]1([OH:54])[CH:53]=[CH:52][CH:51]=[CH:50][CH:49]=1. The catalyst is O1CCOCC1. The product is [CH3:1][C:2]1[CH:7]=[C:6]([CH3:8])[N:5]=[C:4]([NH:9][C:10]2[CH:11]=[CH:12][C:13]([CH2:16][CH2:17][NH:43][C:46](=[O:31])[O:54][C:48]3[CH:53]=[CH:52][CH:51]=[CH:50][CH:49]=3)=[CH:14][CH:15]=2)[C:3]=1[N+:21]([O-:23])=[O:22]. The yield is 0.770. (2) The reactants are [CH2:1]([NH:3][C:4]1[CH:9]=[CH:8][CH:7]=[CH:6][CH:5]=1)[CH3:2].[CH2:10](Br)[CH:11]=[CH2:12].C([O-])([O-])=O.[K+].[K+]. The catalyst is CC(C)=O.O.CCOC(C)=O. The product is [CH2:10]([N:3]([CH2:1][CH3:2])[C:4]1[CH:9]=[CH:8][CH:7]=[CH:6][CH:5]=1)[CH:11]=[CH2:12]. The yield is 1.00. (3) The yield is 0.420. The product is [CH3:7][O:8][C:9]1[CH:10]=[C:11]([CH2:12][O:3][CH2:2][CH2:1][OH:4])[CH:14]=[CH:15][CH:16]=1. The reactants are [CH2:1]([OH:4])[CH2:2][OH:3].[H-].[Na+].[CH3:7][O:8][C:9]1[CH:10]=[C:11]([CH:14]=[CH:15][CH:16]=1)[CH2:12]Cl.O. The catalyst is C1COCC1.[N+](CCCC)(CCCC)(CCCC)CCCC.[I-].CCOC(C)=O. (4) The reactants are [C:1]([NH:6][C:7]1[N:15]=[C:14]2[C:10]([N:11]=[CH:12][N:13]2[C@@H:16]2[O:26][C@H:25]([CH2:27][O:28][C:29](=[O:33])[CH:30]([CH3:32])[CH3:31])[C@@H:18]([O:19][C:20](=[O:24])[CH:21]([CH3:23])[CH3:22])[CH2:17]2)=[C:9](N)[N:8]=1)(=[O:5])[CH:2]([CH3:4])[CH3:3].C(ON=O)CCCC.[I:43]CI.S([O-])([O-])=O.[Na+].[Na+]. The catalyst is C(Cl)(Cl)Cl. The product is [C:1]([NH:6][C:7]1[N:15]=[C:14]2[C:10]([N:11]=[CH:12][N:13]2[C@@H:16]2[O:26][C@H:25]([CH2:27][O:28][C:29](=[O:33])[CH:30]([CH3:32])[CH3:31])[C@@H:18]([O:19][C:20](=[O:24])[CH:21]([CH3:23])[CH3:22])[CH2:17]2)=[C:9]([I:43])[N:8]=1)(=[O:5])[CH:2]([CH3:4])[CH3:3]. The yield is 0.344. (5) The reactants are [CH2:1]([CH:3]1[CH2:7][N:6]([C:8]([NH:10][CH2:11][CH3:12])=[NH:9])[N:5]=[CH:4]1)[CH3:2].CCN(C(C)C)C(C)C.Cl[S:23]([C:26]1[CH:27]=[C:28]([CH:32]=[CH:33][CH:34]=1)[C:29]([OH:31])=[O:30])(=[O:25])=[O:24]. The catalyst is C(Cl)Cl. The product is [CH2:11]([NH:10][C:8](=[N:9][S:23]([C:26]1[CH:27]=[C:28]([CH:32]=[CH:33][CH:34]=1)[C:29]([OH:31])=[O:30])(=[O:25])=[O:24])[N:6]1[CH2:7][CH:3]([CH2:1][CH3:2])[CH:4]=[N:5]1)[CH3:12]. The yield is 0.0400. (6) The reactants are [C:1]1([C:13]2[CH:18]=[CH:17][CH:16]=[CH:15][CH:14]=2)[CH:6]=[CH:5][C:4]([CH2:7][CH2:8][CH2:9][CH2:10][CH2:11]O)=[CH:3][CH:2]=1.C(Br)(Br)(Br)[Br:20].C1(P(C2C=CC=CC=2)C2C=CC=CC=2)C=CC=CC=1. The catalyst is C(Cl)Cl. The product is [Br:20][CH2:11][CH2:10][CH2:9][CH2:8][CH2:7][C:4]1[CH:5]=[CH:6][C:1]([C:13]2[CH:18]=[CH:17][CH:16]=[CH:15][CH:14]=2)=[CH:2][CH:3]=1. The yield is 0.990. (7) The reactants are N[C:2]1[CH:7]=[C:6]([Cl:8])[CH:5]=[C:4]([CH2:9][OH:10])[C:3]=1[S:11][C:12]1[CH:17]=[CH:16][C:15]([F:18])=[CH:14][C:13]=1[CH2:19][OH:20].N([O-])=O.[Na+]. The catalyst is S(=O)(=O)(O)O.[Cu]. The product is [Cl:8][C:6]1[CH:5]=[C:4]([CH2:9][OH:10])[C:3]2[S:11][C:12]3[C:13]([CH2:19][OH:20])=[CH:14][C:15]([F:18])=[CH:16][C:17]=3[C:2]=2[CH:7]=1. The yield is 0.0650.